From a dataset of Forward reaction prediction with 1.9M reactions from USPTO patents (1976-2016). Predict the product of the given reaction. (1) Given the reactants [F:1][C:2]([CH:14]1[CH2:19][CH2:18][N:17](C(OC(C)(C)C)=O)[CH2:16][CH2:15]1)([S:4]([C:7]1[CH:12]=[CH:11][CH:10]=[C:9]([F:13])[CH:8]=1)(=[O:6])=[O:5])[CH3:3].C(O)(C(F)(F)F)=O.C(=O)([O-])[O-], predict the reaction product. The product is: [F:1][C:2]([CH:14]1[CH2:19][CH2:18][NH:17][CH2:16][CH2:15]1)([S:4]([C:7]1[CH:12]=[CH:11][CH:10]=[C:9]([F:13])[CH:8]=1)(=[O:6])=[O:5])[CH3:3]. (2) Given the reactants [NH:1]([C:3]1[CH:11]=[CH:10][C:6]([C:7]([OH:9])=[O:8])=[CH:5][N:4]=1)[NH2:2].[C:12]([C:14]1[CH:19]=[CH:18][C:17]([C:20](=[CH:25]N(C)C)[C:21](OC)=[O:22])=[C:16]([CH3:29])[C:15]=1[F:30])#[N:13].Cl.C(N(C(C)C)C(C)C)C, predict the reaction product. The product is: [C:12]([C:14]1[CH:19]=[CH:18][C:17]([C:20]2[CH:25]=[N:2][N:1]([C:3]3[CH:11]=[CH:10][C:6]([C:7]([OH:9])=[O:8])=[CH:5][N:4]=3)[C:21]=2[OH:22])=[C:16]([CH3:29])[C:15]=1[F:30])#[N:13]. (3) Given the reactants [Cl:1][C:2]1[CH:3]=[C:4]([N:22]2[C:27](=[O:28])[NH:26][C:25](=[O:29])[C:24]([C:30]#[N:31])=[N:23]2)[CH:5]=[C:6]([Cl:21])[C:7]=1[O:8][C:9]1[CH:14]=[C:13]([CH:15]([CH3:17])[CH3:16])[C:12](=[O:18])[N:11]([CH2:19][OH:20])[N:10]=1.[C:32](O)(=[O:39])[C:33]1[CH:38]=[CH:37][N:36]=[CH:35][CH:34]=1, predict the reaction product. The product is: [Cl:21][C:6]1[CH:5]=[C:4]([N:22]2[C:27](=[O:28])[NH:26][C:25](=[O:29])[C:24]([C:30]#[N:31])=[N:23]2)[CH:3]=[C:2]([Cl:1])[C:7]=1[O:8][C:9]1[CH:14]=[C:13]([CH:15]([CH3:17])[CH3:16])[C:12](=[O:18])[N:11]([CH2:19][O:20][C:32](=[O:39])[C:33]2[CH:38]=[CH:37][N:36]=[CH:35][CH:34]=2)[N:10]=1. (4) Given the reactants [F:1][C:2]([F:17])([F:16])[S:3][C:4]1[CH:15]=[CH:14][C:7]([CH2:8][CH:9]([C:12]#[N:13])[C:10]#[N:11])=[CH:6][CH:5]=1.[H-].[Na+].[Cl:20][C:21]([CH2:23]Cl)=[CH2:22], predict the reaction product. The product is: [Cl:20][C:21](=[CH2:22])[CH2:23][C:9]([CH2:8][C:7]1[CH:6]=[CH:5][C:4]([S:3][C:2]([F:16])([F:1])[F:17])=[CH:15][CH:14]=1)([C:12]#[N:13])[C:10]#[N:11]. (5) Given the reactants [CH3:1][NH:2][C:3]1[N:4]([CH2:37][C:38]([F:41])([F:40])[F:39])[C:5](=[O:36])[C:6]2[C:11]([C:12]3[CH:17]=[CH:16][CH:15]=[CH:14][CH:13]=3)=[C:10]([C:18]3[CH:23]=[CH:22][C:21]([C:24]4([NH:28]C(=O)OC(C)(C)C)[CH2:27][CH2:26][CH2:25]4)=[CH:20][CH:19]=3)[O:9][C:7]=2[N:8]=1, predict the reaction product. The product is: [NH2:28][C:24]1([C:21]2[CH:22]=[CH:23][C:18]([C:10]3[O:9][C:7]4[N:8]=[C:3]([NH:2][CH3:1])[N:4]([CH2:37][C:38]([F:41])([F:39])[F:40])[C:5](=[O:36])[C:6]=4[C:11]=3[C:12]3[CH:13]=[CH:14][CH:15]=[CH:16][CH:17]=3)=[CH:19][CH:20]=2)[CH2:25][CH2:26][CH2:27]1. (6) Given the reactants [H-].[Na+].[NH2:3][C:4]1[C:5]2[C:12]([C:13]3[CH:18]=[CH:17][C:16]([O:19][C:20]4[CH:25]=[CH:24][CH:23]=[CH:22][CH:21]=4)=[CH:15][CH:14]=3)=[CH:11][NH:10][C:6]=2[N:7]=[CH:8][N:9]=1.S(O[CH:37]1[CH2:41][CH2:40][O:39][CH2:38]1)(C1C=CC(C)=CC=1)(=O)=O, predict the reaction product. The product is: [O:19]([C:16]1[CH:15]=[CH:14][C:13]([C:12]2[C:5]3[C:4]([NH2:3])=[N:9][CH:8]=[N:7][C:6]=3[N:10]([CH:37]3[CH2:41][CH2:40][O:39][CH2:38]3)[CH:11]=2)=[CH:18][CH:17]=1)[C:20]1[CH:25]=[CH:24][CH:23]=[CH:22][CH:21]=1. (7) Given the reactants [CH:1]1([N:6]2[CH2:12][C:11]([F:14])([F:13])[C:10](=[O:15])[NH:9][C:8]3[CH:16]=[N:17][C:18]([NH:20][C:21]4[CH:29]=[CH:28][C:24]([C:25]([OH:27])=O)=[CH:23][C:22]=4[O:30][CH3:31])=[N:19][C:7]2=3)[CH2:5][CH2:4][CH2:3][CH2:2]1.F[P-](F)(F)(F)(F)F.CN(C(N(C)C)=[N+]1C2C(=NC=CC=2)[N+]([O-])=N1)C.C(N(C(C)C)CC)(C)C.[CH3:65][N:66]([CH3:71])[CH2:67][CH2:68][CH2:69][NH2:70], predict the reaction product. The product is: [CH:1]1([N:6]2[CH2:12][C:11]([F:13])([F:14])[C:10](=[O:15])[NH:9][C:8]3[CH:16]=[N:17][C:18]([NH:20][C:21]4[CH:29]=[CH:28][C:24]([C:25]([NH:70][CH2:69][CH2:68][CH2:67][N:66]([CH3:71])[CH3:65])=[O:27])=[CH:23][C:22]=4[O:30][CH3:31])=[N:19][C:7]2=3)[CH2:5][CH2:4][CH2:3][CH2:2]1. (8) Given the reactants [CH2:1]([O:3][C:4]1[CH:5]=[C:6]([N:13]2[CH2:18][CH2:17][CH:16]([N:19]([CH3:21])[CH3:20])[CH2:15][CH2:14]2)[CH:7]=[CH:8][C:9]=1[N+:10]([O-])=O)[CH3:2], predict the reaction product. The product is: [NH2:10][C:9]1[CH:8]=[CH:7][C:6]([N:13]2[CH2:18][CH2:17][CH:16]([N:19]([CH3:20])[CH3:21])[CH2:15][CH2:14]2)=[CH:5][C:4]=1[O:3][CH2:1][CH3:2].